Dataset: Forward reaction prediction with 1.9M reactions from USPTO patents (1976-2016). Task: Predict the product of the given reaction. (1) The product is: [F:1][C:2]1[CH:28]=[CH:27][C:5]([CH2:6][N:7]2[CH2:11][CH2:10][CH2:9][C@@H:8]2[C:12]([NH:14][C@H:15]([C:17]2[CH:18]=[CH:19][C:20]([C:21]([O-:23])=[O:22])=[CH:25][CH:26]=2)[CH3:16])=[O:13])=[CH:4][CH:3]=1.[Li+:30]. Given the reactants [F:1][C:2]1[CH:28]=[CH:27][C:5]([CH2:6][N:7]2[CH2:11][CH2:10][CH2:9][C@@H:8]2[C:12]([NH:14][C@H:15]([C:17]2[CH:26]=[CH:25][C:20]([C:21]([O:23]C)=[O:22])=[CH:19][CH:18]=2)[CH3:16])=[O:13])=[CH:4][CH:3]=1.O[Li:30].O, predict the reaction product. (2) Given the reactants ClC1C2N=C(C3C=C(C=CC=3)C(NCCC3CCN(C4C=CN=CC=4)CC3)=O)SC=2C=CC=1.[Cl:34][C:35]1[CH:36]=[CH:37][CH:38]=[C:39]2[C:43]=1[C:42](=[O:44])[N:41]([C:45]1[CH:46]=[C:47]([CH:51]=[CH:52][CH:53]=1)[C:48](O)=[O:49])[CH2:40]2.C(OC([N:61]1[CH2:66][CH2:65][CH:64]([O:67][CH2:68][CH:69]2[CH2:74][CH2:73][NH:72][CH2:71][CH2:70]2)[CH2:63][CH2:62]1)=O)(C)(C)C.C(O)(C(F)(F)F)=O, predict the reaction product. The product is: [Cl:34][C:35]1[CH:36]=[CH:37][CH:38]=[C:39]2[C:43]=1[C:42](=[O:44])[N:41]([C:45]1[CH:53]=[CH:52][CH:51]=[C:47]([C:48]([N:72]3[CH2:71][CH2:70][CH:69]([CH2:68][O:67][CH:64]4[CH2:65][CH2:66][NH:61][CH2:62][CH2:63]4)[CH2:74][CH2:73]3)=[O:49])[CH:46]=1)[CH2:40]2. (3) The product is: [Br:19][C:20]1[CH:25]=[CH:24][C:23]([S:26][C:12]2[C:11]3[C:16]4=[C:7]([C:5]5[C:4]([C:15]4=[CH:14][CH:13]=2)=[C:3]([C:17]#[N:18])[C:2](=[O:1])[N:6]=5)[C:8]([S:26][C:23]2[CH:24]=[CH:25][C:20]([Br:19])=[CH:21][CH:22]=2)=[CH:9][CH:10]=3)=[CH:22][CH:21]=1. Given the reactants [O:1]=[C:2]1[N:6]=[C:5]2[C:7]3[CH:8]=[CH:9][CH:10]=[C:11]4[C:16]=3[C:15]([C:4]2=[C:3]1[C:17]#[N:18])=[CH:14][CH:13]=[CH:12]4.[Br:19][C:20]1[CH:25]=[CH:24][C:23]([SH:26])=[CH:22][CH:21]=1, predict the reaction product. (4) Given the reactants [Li+].CC([N-]C(C)C)C.[Br:9][C:10]1[CH:11]=[N:12][CH:13]=[C:14]([Br:17])[C:15]=1[CH3:16].Br[CH2:19][C:20]([O:22][CH2:23][CH3:24])=[O:21].CC(O)=O, predict the reaction product. The product is: [Br:9][C:10]1[CH:11]=[N:12][CH:13]=[C:14]([Br:17])[C:15]=1[CH2:16][CH2:19][C:20]([O:22][CH2:23][CH3:24])=[O:21].